Dataset: Catalyst prediction with 721,799 reactions and 888 catalyst types from USPTO. Task: Predict which catalyst facilitates the given reaction. Reactant: [Cl:1][C:2]1[CH:3]=[C:4]([C@@H:12]([CH2:28][CH:29]2[CH2:33][CH2:32][CH2:31][CH2:30]2)[C:13]([NH:15][C:16]2[CH:21]=[N:20][C:19]([C:22]#[C:23][CH2:24][N:25]([CH3:27])[CH3:26])=[CH:18][N:17]=2)=[O:14])[CH:5]=[CH:6][C:7]=1[S:8]([CH3:11])(=[O:10])=[O:9].[H][H]. The catalyst class is: 19. Product: [Cl:1][C:2]1[CH:3]=[C:4]([C@@H:12]([CH2:28][CH:29]2[CH2:30][CH2:31][CH2:32][CH2:33]2)[C:13]([NH:15][C:16]2[CH:21]=[N:20][C:19]([CH2:22][CH2:23][CH2:24][N:25]([CH3:27])[CH3:26])=[CH:18][N:17]=2)=[O:14])[CH:5]=[CH:6][C:7]=1[S:8]([CH3:11])(=[O:9])=[O:10].